Dataset: Forward reaction prediction with 1.9M reactions from USPTO patents (1976-2016). Task: Predict the product of the given reaction. (1) Given the reactants [P:1]([O-:5])([O-:4])([O-:3])=[O:2].[32PH3].[33PH3].[Cl-].[Ca+2:9].[Cl-], predict the reaction product. The product is: [P:1]([O-:5])([O-:4])([O-:3])=[O:2].[Ca+2:9].[P:1]([O-:5])([O-:4])([O-:3])=[O:2].[Ca+2:9].[Ca+2:9]. (2) Given the reactants [CH3:1][C:2]1([C:8]2[CH:13]=[CH:12][CH:11]=[CH:10][CH:9]=2)[C:5](=[O:6])[CH2:4][C:3]1=[O:7].[CH3:14][C:15]1[C:16]2[CH:31]=[C:30]([CH3:32])[CH:29]=[CH:28][C:17]=2[S:18][C:19]=1[CH:20]([C:22]1[CH:27]=[CH:26][CH:25]=[CH:24][CH:23]=1)O, predict the reaction product. The product is: [CH3:14][C:15]1[C:16]2[CH:31]=[C:30]([CH3:32])[CH:29]=[CH:28][C:17]=2[S:18][C:19]=1[CH:20]([C:22]1[CH:27]=[CH:26][CH:25]=[CH:24][CH:23]=1)[C:4]1[C:3](=[O:7])[C:2]([CH3:1])([C:8]2[CH:13]=[CH:12][CH:11]=[CH:10][CH:9]=2)[C:5]=1[OH:6].